Dataset: Catalyst prediction with 721,799 reactions and 888 catalyst types from USPTO. Task: Predict which catalyst facilitates the given reaction. (1) Reactant: [CH3:1][C:2]([N:6]1[CH2:11][CH2:10][O:9][CH2:8][CH2:7]1)([CH3:5])[CH2:3][NH2:4].C(N(C(C)C)CC)(C)C.[CH3:21][C:22]([O:25][C:26]([N:28]([C:46]([O:48][C:49]([CH3:52])([CH3:51])[CH3:50])=[O:47])[N:29]([C:37]1[C:42]([F:43])=[C:41](Cl)[N:40]=[C:39]([Cl:45])[N:38]=1)[C:30]([O:32][C:33]([CH3:36])([CH3:35])[CH3:34])=[O:31])=[O:27])([CH3:24])[CH3:23].CCOCC. Product: [CH3:24][C:22]([O:25][C:26]([N:28]([C:46]([O:48][C:49]([CH3:52])([CH3:51])[CH3:50])=[O:47])[N:29]([C:37]1[C:42]([F:43])=[C:41]([NH:4][CH2:3][C:2]([CH3:1])([N:6]2[CH2:7][CH2:8][O:9][CH2:10][CH2:11]2)[CH3:5])[N:40]=[C:39]([Cl:45])[N:38]=1)[C:30]([O:32][C:33]([CH3:34])([CH3:35])[CH3:36])=[O:31])=[O:27])([CH3:21])[CH3:23]. The catalyst class is: 3. (2) Reactant: Br.Br.[CH3:3][N:4]1[CH2:9][C@@H:8]2[CH2:10][C@H:5]1[CH2:6][NH:7]2.F[C:12]1[CH:17]=[CH:16][C:15]([N+:18]([O-:20])=[O:19])=[CH:14][C:13]=1[CH3:21].CCN(C(C)C)C(C)C. Product: [CH3:3][N:4]1[CH2:9][C@@H:8]2[CH2:10][C@H:5]1[CH2:6][N:7]2[C:12]1[CH:17]=[CH:16][C:15]([N+:18]([O-:20])=[O:19])=[CH:14][C:13]=1[CH3:21]. The catalyst class is: 37. (3) Reactant: [S:1]([CH2:11][CH2:12][O:13][C:14](=[O:17])[CH:15]=[CH2:16])([C:4]1[CH:10]=[CH:9][C:7]([CH3:8])=[CH:6][CH:5]=1)(=[O:3])=[O:2].[OH:18][CH2:19][CH2:20][CH2:21][O:22][C:23](=[O:27])[C:24]([CH3:26])=[CH2:25].[CH3:28][O:29][C:30](=[O:34])[C:31]([CH3:33])=[CH2:32].[CH2:35]([O:39][C:40](=[O:44])[C:41]([CH3:43])=[CH2:42])[CH:36]1[O:38][CH2:37]1.CC(N=NC(C#N)(C)C)(C#N)C. Product: [S:1]([CH2:11][CH2:12][O:13][C:14](=[O:17])[CH:15]=[CH2:16])([C:4]1[CH:5]=[CH:6][C:7]([CH3:8])=[CH:9][CH:10]=1)(=[O:3])=[O:2].[OH:18][CH2:19][CH2:20][CH2:21][O:22][C:23](=[O:27])[C:24]([CH3:26])=[CH2:25].[CH3:28][O:29][C:30](=[O:34])[C:31]([CH3:33])=[CH2:32].[CH2:35]([O:39][C:40](=[O:44])[C:41]([CH3:43])=[CH2:42])[CH:36]1[O:38][CH2:37]1. The catalyst class is: 7. (4) Reactant: [Cl:1][C:2]1[CH:9]=[C:8]([NH:10][CH2:11][C:12]([F:15])([F:14])[F:13])[CH:7]=[CH:6][C:3]=1[C:4]#[N:5].Cl.Cl[CH2:18][C:19]1[N:20]=[CH:21][S:22][CH:23]=1.C([O-])([O-])=O.[Cs+].[Cs+]. Product: [Cl:1][C:2]1[CH:9]=[C:8]([N:10]([CH2:18][C:19]2[N:20]=[CH:21][S:22][CH:23]=2)[CH2:11][C:12]([F:13])([F:14])[F:15])[CH:7]=[CH:6][C:3]=1[C:4]#[N:5]. The catalyst class is: 23. (5) Reactant: Br[C:2]1[C:10]2[C:9]([NH:11][C@H:12]([C:14]3[N:19]([C:20]4[CH:25]=[CH:24][CH:23]=[CH:22][CH:21]=4)[C:18](=[O:26])[C:17]4=[C:27]([CH3:30])[CH:28]=[CH:29][N:16]4[N:15]=3)[CH3:13])=[N:8][CH:7]=[N:6][C:5]=2[N:4]([CH2:31][O:32][CH2:33][CH2:34][Si:35]([CH3:38])([CH3:37])[CH3:36])[CH:3]=1.[NH:39]1[C:47]2[C:42](=[CH:43][CH:44]=[CH:45][C:46]=2B(O)O)[CH:41]=[CH:40]1.C(=O)([O-])[O-].[Na+].[Na+]. Product: [NH:39]1[C:47]2[C:42](=[CH:43][CH:44]=[CH:45][C:46]=2[C:2]2[C:10]3[C:9]([NH:11][C@H:12]([C:14]4[N:19]([C:20]5[CH:25]=[CH:24][CH:23]=[CH:22][CH:21]=5)[C:18](=[O:26])[C:17]5=[C:27]([CH3:30])[CH:28]=[CH:29][N:16]5[N:15]=4)[CH3:13])=[N:8][CH:7]=[N:6][C:5]=3[N:4]([CH2:31][O:32][CH2:33][CH2:34][Si:35]([CH3:38])([CH3:37])[CH3:36])[CH:3]=2)[CH:41]=[CH:40]1. The catalyst class is: 235. (6) Reactant: [Br:1][CH2:2][CH2:3][CH2:4][CH2:5][CH2:6][C:7]([OH:9])=[O:8].[CH2:10](O)[C:11]1[CH:16]=[CH:15][CH:14]=[CH:13][CH:12]=1. The catalyst class is: 626. Product: [Br:1][CH2:2][CH2:3][CH2:4][CH2:5][CH2:6][C:7]([O:9][CH2:10][C:11]1[CH:16]=[CH:15][CH:14]=[CH:13][CH:12]=1)=[O:8].